This data is from Reaction yield outcomes from USPTO patents with 853,638 reactions. The task is: Predict the reaction yield, written as a fraction of the theoretical maximum amount of product (1.0 means a 100% yield; for example, 0.34 means a 34% yield). (1) The reactants are [Br:1][C:2]1[CH:7]=[CH:6][C:5]([C:8]2([NH2:11])[CH2:10][CH2:9]2)=[CH:4][CH:3]=1.[C:12](Cl)(=[O:15])[CH2:13][CH3:14].N1C=CC=CC=1. The catalyst is C(Cl)Cl. The product is [Br:1][C:2]1[CH:3]=[CH:4][C:5]([C:8]2([NH:11][C:12](=[O:15])[CH2:13][CH3:14])[CH2:9][CH2:10]2)=[CH:6][CH:7]=1. The yield is 0.670. (2) The reactants are [CH2:1]([C:3]1[N:7]([C:8]2[N:16]=[C:15]3[C:11]([N:12]=[C:13]([CH:18]=O)[N:14]3[CH3:17])=[C:10]([N:20]3[CH2:25][CH2:24][O:23][CH2:22][CH2:21]3)[N:9]=2)[C:6]2[CH:26]=[CH:27][CH:28]=[CH:29][C:5]=2[N:4]=1)[CH3:2].[F:30][CH:31]1[CH2:34][N:33]([CH:35]2[CH2:40][CH2:39][NH:38][CH2:37][CH2:36]2)[CH2:32]1.C(O[BH-](OC(=O)C)OC(=O)C)(=O)C.[Na+]. The catalyst is ClCCCl. The product is [CH2:1]([C:3]1[N:7]([C:8]2[N:16]=[C:15]3[C:11]([N:12]=[C:13]([CH2:18][N:38]4[CH2:39][CH2:40][CH:35]([N:33]5[CH2:32][CH:31]([F:30])[CH2:34]5)[CH2:36][CH2:37]4)[N:14]3[CH3:17])=[C:10]([N:20]3[CH2:25][CH2:24][O:23][CH2:22][CH2:21]3)[N:9]=2)[C:6]2[CH:26]=[CH:27][CH:28]=[CH:29][C:5]=2[N:4]=1)[CH3:2]. The yield is 0.840. (3) The reactants are [CH3:1][O:2][C:3](=[O:33])[CH2:4][C@H:5]1[C:9]2[CH:10]=[CH:11][C:12]([O:14][C@H:15]3[C:23]4[C:18](=[C:19](B5OC(C)(C)C(C)(C)O5)[CH:20]=[CH:21][CH:22]=4)[CH2:17][CH2:16]3)=[CH:13][C:8]=2[O:7][CH2:6]1.Br[C:35]1[C:36]([CH3:44])=[CH:37][C:38](=[O:43])[N:39]([CH3:42])[C:40]=1[CH3:41]. No catalyst specified. The product is [CH3:1][O:2][C:3](=[O:33])[CH2:4][C@H:5]1[C:9]2[CH:10]=[CH:11][C:12]([O:14][C@H:15]3[C:23]4[C:18](=[C:19]([C:35]5[C:36]([CH3:44])=[CH:37][C:38](=[O:43])[N:39]([CH3:42])[C:40]=5[CH3:41])[CH:20]=[CH:21][CH:22]=4)[CH2:17][CH2:16]3)=[CH:13][C:8]=2[O:7][CH2:6]1. The yield is 0.330. (4) The reactants are [CH:1]1([C:4]2[N:9]=[C:8]([C:10]3[CH:15]=[CH:14][CH:13]=[CH:12][C:11]=3[C:16]([F:19])([F:18])[F:17])[NH:7][C:6](=O)[CH:5]=2)[CH2:3][CH2:2]1.P(Cl)(Cl)([Cl:23])=O. No catalyst specified. The product is [Cl:23][C:6]1[CH:5]=[C:4]([CH:1]2[CH2:3][CH2:2]2)[N:9]=[C:8]([C:10]2[CH:15]=[CH:14][CH:13]=[CH:12][C:11]=2[C:16]([F:19])([F:18])[F:17])[N:7]=1. The yield is 0.760. (5) The reactants are [C:1](Cl)(=[O:5])[CH:2]([CH3:4])[CH3:3].[NH:7]1[C:11]([C:12]2[CH:13]=[C:14]([C:18]3[CH:19]=[CH:20][C:21]4[O:25][C:24]([C:26]5[CH:31]=[CH:30][C:29]([F:32])=[CH:28][CH:27]=5)=[C:23]([C:33]([NH:35][CH3:36])=[O:34])[C:22]=4[CH:37]=3)[CH:15]=[CH:16][CH:17]=2)=NN=[N:8]1. The catalyst is N1C=CC=CC=1. The product is [F:32][C:29]1[CH:28]=[CH:27][C:26]([C:24]2[O:25][C:21]3[CH:20]=[CH:19][C:18]([C:14]4[CH:15]=[CH:16][CH:17]=[C:12]([C:11]5[O:5][C:1]([CH:2]([CH3:4])[CH3:3])=[N:8][N:7]=5)[CH:13]=4)=[CH:37][C:22]=3[C:23]=2[C:33]([NH:35][CH3:36])=[O:34])=[CH:31][CH:30]=1. The yield is 0.200. (6) The reactants are [CH2:1]([O:3][C:4]([C:6]1[CH:7]=[C:8]2[C:13](=[CH:14][CH:15]=1)[NH:12][CH:11]([C:16]1[CH:21]=[C:20]([Br:22])[CH:19]=[CH:18][C:17]=1[F:23])[C:10]([CH3:25])([CH3:24])[CH:9]2O)=[O:5])[CH3:2].C([SiH](CC)CC)C.FC(F)(F)C(O)=O. No catalyst specified. The product is [CH2:1]([O:3][C:4]([C:6]1[CH:7]=[C:8]2[C:13](=[CH:14][CH:15]=1)[NH:12][CH:11]([C:16]1[CH:21]=[C:20]([Br:22])[CH:19]=[CH:18][C:17]=1[F:23])[C:10]([CH3:24])([CH3:25])[CH2:9]2)=[O:5])[CH3:2]. The yield is 0.240. (7) The product is [F:27][C:24]1[CH:25]=[CH:26][C:21]([CH:20]2[CH2:19][C:18](=[O:28])[NH:17][CH2:16][CH:15]2[CH2:14][OH:30])=[CH:22][CH:23]=1. The catalyst is O1CCCC1.C1(C)C=CC=CC=1. The reactants are CC(C[AlH]CC(C)C)C.C(C[CH2:14][CH:15]1[CH:20]([C:21]2[CH:26]=[CH:25][C:24]([F:27])=[CH:23][CH:22]=2)[CH2:19][C:18](=[O:28])[NH:17][CH2:16]1)(O)=O.C[OH:30]. The yield is 0.670.